From a dataset of Peptide-MHC class I binding affinity with 185,985 pairs from IEDB/IMGT. Regression. Given a peptide amino acid sequence and an MHC pseudo amino acid sequence, predict their binding affinity value. This is MHC class I binding data. The peptide sequence is RNSVLSGKK. The MHC is HLA-A33:01 with pseudo-sequence HLA-A33:01. The binding affinity (normalized) is 0.320.